Task: Predict the reactants needed to synthesize the given product.. Dataset: Full USPTO retrosynthesis dataset with 1.9M reactions from patents (1976-2016) (1) Given the product [F:10][C:7]([F:8])([F:9])[C:6]([N:15]([CH3:14])[C@@H:16]1[CH2:20][CH2:19][N:18]([C:21]2[CH:22]=[CH:23][C:24]([N+:27]([O-:29])=[O:28])=[CH:25][CH:26]=2)[CH2:17]1)=[O:11], predict the reactants needed to synthesize it. The reactants are: [F:8][C:7]([F:10])([F:9])[C:6](O[C:6](=[O:11])[C:7]([F:10])([F:9])[F:8])=[O:11].[CH3:14][NH:15][C@@H:16]1[CH2:20][CH2:19][N:18]([C:21]2[CH:26]=[CH:25][C:24]([N+:27]([O-:29])=[O:28])=[CH:23][CH:22]=2)[CH2:17]1. (2) Given the product [Br:1][C:2]1[C:10]([C:11]2[CH:12]=[CH:13][C:14]([NH:17][C:21]([C:20]3[CH:24]=[CH:25][CH:26]=[CH:27][C:19]=3[F:18])=[O:22])=[N:15][CH:16]=2)=[CH:9][C:5]2[O:6][CH2:7][CH2:8][C:4]=2[CH:3]=1, predict the reactants needed to synthesize it. The reactants are: [Br:1][C:2]1[C:10]([C:11]2[CH:12]=[CH:13][C:14]([NH2:17])=[N:15][CH:16]=2)=[CH:9][C:5]2[O:6][CH2:7][CH2:8][C:4]=2[CH:3]=1.[F:18][C:19]1[CH:27]=[CH:26][CH:25]=[CH:24][C:20]=1[C:21](Cl)=[O:22].CCN(C(C)C)C(C)C.C([O-])(O)=O.[Na+].C(Cl)Cl. (3) The reactants are: C1N=CN([C:6](N2C=NC=C2)=[O:7])C=1.[I:13][C:14]1[CH:15]=[C:16]([CH:21]=[CH:22][CH:23]=1)[C:17]([NH:19][NH2:20])=[O:18].C(N(CC)CC)C. Given the product [I:13][C:14]1[CH:15]=[C:16]([C:17]2[O:18][C:6](=[O:7])[NH:20][N:19]=2)[CH:21]=[CH:22][CH:23]=1, predict the reactants needed to synthesize it. (4) Given the product [Cl:20][C:13]1[CH:12]=[C:11]2[C:16]([C:17]([C:18]#[N:19])=[C:9]([C:5]3[CH:4]=[C:3]([CH2:2][NH:1][C:28]([NH:27][CH:22]4[CH2:26][CH2:25][CH2:24][CH2:23]4)=[O:29])[CH:8]=[N:7][CH:6]=3)[N:10]2[CH3:21])=[CH:15][CH:14]=1, predict the reactants needed to synthesize it. The reactants are: [NH2:1][CH2:2][C:3]1[CH:4]=[C:5]([C:9]2[N:10]([CH3:21])[C:11]3[C:16]([C:17]=2[C:18]#[N:19])=[CH:15][CH:14]=[C:13]([Cl:20])[CH:12]=3)[CH:6]=[N:7][CH:8]=1.[CH:22]1([N:27]=[C:28]=[O:29])[CH2:26][CH2:25][CH2:24][CH2:23]1. (5) Given the product [CH2:12]([O:11][C:9](=[O:10])[C:8]([C:6]#[N:7])=[CH:4][CH:1]1[CH2:2][CH2:3]1)[CH3:13], predict the reactants needed to synthesize it. The reactants are: [CH:1]1([CH:4]=O)[CH2:3][CH2:2]1.[C:6]([CH2:8][C:9]([O:11][CH2:12][CH3:13])=[O:10])#[N:7].N1CCCCC1. (6) Given the product [C:1]([O:5][C:6]([N:8]([O:9][C:10]([O:12][CH2:13][CH2:14][O:15][CH3:16])=[O:11])[S:27]([C:22]1[CH:23]=[CH:24][CH:25]=[CH:26][C:21]=1[S:18]([CH3:17])(=[O:20])=[O:19])(=[O:29])=[O:28])=[O:7])([CH3:4])([CH3:3])[CH3:2], predict the reactants needed to synthesize it. The reactants are: [C:1]([O:5][C:6]([NH:8][O:9][C:10]([O:12][CH2:13][CH2:14][O:15][CH3:16])=[O:11])=[O:7])([CH3:4])([CH3:3])[CH3:2].[CH3:17][S:18]([C:21]1[CH:26]=[CH:25][CH:24]=[CH:23][C:22]=1[S:27](Cl)(=[O:29])=[O:28])(=[O:20])=[O:19]. (7) Given the product [C:13]([CH2:12][C:8]1[CH:7]=[C:6]2[C:11]([CH:2]([NH:1][C:23](=[O:24])[CH2:22][CH:21]([C:15]3[CH:20]=[CH:19][CH:18]=[CH:17][CH:16]=3)[NH:26][S:27]([C:30]3[CH:35]=[CH:34][CH:33]=[C:32]([C:36]([F:39])([F:37])[F:38])[CH:31]=3)(=[O:29])=[O:28])[CH2:3][CH2:4][O:5]2)=[CH:10][CH:9]=1)#[N:14], predict the reactants needed to synthesize it. The reactants are: [NH2:1][CH:2]1[C:11]2[C:6](=[CH:7][C:8]([CH2:12][C:13]#[N:14])=[CH:9][CH:10]=2)[O:5][CH2:4][CH2:3]1.[C:15]1([CH:21]([NH:26][S:27]([C:30]2[CH:35]=[CH:34][CH:33]=[C:32]([C:36]([F:39])([F:38])[F:37])[CH:31]=2)(=[O:29])=[O:28])[CH2:22][C:23](O)=[O:24])[CH:20]=[CH:19][CH:18]=[CH:17][CH:16]=1.CN(C(ON1N=NC2C=CC=NC1=2)=[N+](C)C)C.F[P-](F)(F)(F)(F)F.C(Cl)CCl.CCN(C(C)C)C(C)C.